Task: Predict the reactants needed to synthesize the given product.. Dataset: Full USPTO retrosynthesis dataset with 1.9M reactions from patents (1976-2016) (1) Given the product [F:1][C:2]([F:35])([F:34])[C:3]1[CH:4]=[C:5]([CH:27]=[C:28]([C:30]([F:33])([F:32])[F:31])[CH:29]=1)[CH2:6][N:7]([CH2:8][C:9]1[CH:14]=[C:13]([C:15]([F:18])([F:17])[F:16])[CH:12]=[CH:11][C:10]=1[F:19])[C:20]1[N:25]=[CH:24][C:23]([N:63]2[CH2:68][CH2:67][O:66][CH2:65][CH2:64]2)=[CH:22][N:21]=1, predict the reactants needed to synthesize it. The reactants are: [F:1][C:2]([F:35])([F:34])[C:3]1[CH:4]=[C:5]([CH:27]=[C:28]([C:30]([F:33])([F:32])[F:31])[CH:29]=1)[CH2:6][N:7]([C:20]1[N:25]=[CH:24][C:23](Br)=[CH:22][N:21]=1)[CH2:8][C:9]1[CH:14]=[C:13]([C:15]([F:18])([F:17])[F:16])[CH:12]=[CH:11][C:10]=1[F:19].C(P(C(C)(C)C)C1C=CC=CC=1C1C=CC=CC=1)(C)(C)C.CC(C)([O-])C.[Na+].[NH:63]1[CH2:68][CH2:67][O:66][CH2:65][CH2:64]1.C(=O)(O)[O-].[Na+]. (2) The reactants are: [F:1][C:2]1[CH:7]=[C:6]([O:8][CH2:9][C@H:10]2[CH2:15][CH2:14][C@H:13]([O:16]C3CCCCO3)[CH2:12][CH2:11]2)[CH:5]=[CH:4][C:3]=1[C:23]1[CH:28]=[CH:27][N:26]([CH2:29][CH2:30][C@@:31]([CH3:46])([S:42]([CH3:45])(=[O:44])=[O:43])[C:32]([NH:34][O:35]C2CCCCO2)=[O:33])[C:25](=[O:47])[CH:24]=1.ONC(=O)[C@](C)(S(C)(=O)=O)CCN1C=CC(C2C=CC(OC[C@H]3CC[C@@H](O)CC3)=CC=2)=CC1=O. Given the product [F:1][C:2]1[CH:7]=[C:6]([O:8][CH2:9][C@H:10]2[CH2:15][CH2:14][C@H:13]([OH:16])[CH2:12][CH2:11]2)[CH:5]=[CH:4][C:3]=1[C:23]1[CH:28]=[CH:27][N:26]([CH2:29][CH2:30][C@@:31]([CH3:46])([S:42]([CH3:45])(=[O:43])=[O:44])[C:32]([NH:34][OH:35])=[O:33])[C:25](=[O:47])[CH:24]=1, predict the reactants needed to synthesize it. (3) Given the product [CH3:1][Si:2]([C:7]1[CH:12]=[CH:11][CH:10]=[CH:9][CH:8]=1)([O:3][CH3:4])[O:17][C:13]([CH3:16])([CH3:15])[CH3:14], predict the reactants needed to synthesize it. The reactants are: [CH3:1][Si:2]([C:7]1[CH:12]=[CH:11][CH:10]=[CH:9][CH:8]=1)(OC)[O:3][CH3:4].[C:13]([OH:17])([CH3:16])([CH3:15])[CH3:14]. (4) Given the product [CH3:21][C@H:19]1[CH2:20][N:15]2[N:14]=[CH:13][C:12]([N:10]3[CH2:11][CH:7]([CH2:6][N:1]4[CH:5]=[CH:4][CH:3]=[N:2]4)[CH2:8][C:9]3=[O:29])=[C:16]2[CH2:17][N:18]1[C:22]([NH:48][C:42]1[CH:41]=[C:40]([F:39])[C:45]([F:46])=[C:44]([F:47])[CH:43]=1)=[O:23], predict the reactants needed to synthesize it. The reactants are: [N:1]1([CH2:6][CH:7]2[CH2:11][N:10]([C:12]3[CH:13]=[N:14][N:15]4[CH2:20][C@H:19]([CH3:21])[N:18]([C:22](OC(C)(C)C)=[O:23])[CH2:17][C:16]=34)[C:9](=[O:29])[CH2:8]2)[CH:5]=[CH:4][CH:3]=[N:2]1.C(N(C(C)C)C(C)C)C.[F:39][C:40]1[CH:41]=[C:42]([NH:48]C(=O)OC2C=CC=CC=2)[CH:43]=[C:44]([F:47])[C:45]=1[F:46]. (5) Given the product [F:2][C:3]1([F:32])[CH2:6][CH:5]([CH2:7][O:8][C:9]2[CH:10]=[C:11]3[C:15]([CH2:14][C:13]4([CH2:22][CH2:21][CH:20]([O:23][CH3:24])[CH2:19][CH2:18]4)[C:12]3=[NH:25])=[CH:16][CH:17]=2)[CH2:4]1, predict the reactants needed to synthesize it. The reactants are: Cl.[F:2][C:3]1([F:32])[CH2:6][CH:5]([CH2:7][O:8][C:9]2[CH:10]=[C:11]3[C:15](=[CH:16][CH:17]=2)[CH2:14][C:13]2([CH2:22][CH2:21][CH:20]([O:23][CH3:24])[CH2:19][CH2:18]2)[C:12]3=[N:25]S(C(C)(C)C)=O)[CH2:4]1. (6) Given the product [CH2:33]([C:30]1[S:29][C:28]([C:9]2[CH:22]=[CH:21][C:20]3[C:11](=[CH:12][C:13]4[C:18]([CH:19]=3)=[CH:17][CH:16]=[CH:15][CH:14]=4)[CH:10]=2)=[CH:32][CH:31]=1)[CH2:34][CH2:35][CH2:36][CH2:37][CH3:38], predict the reactants needed to synthesize it. The reactants are: C1(C)C=CC=CC=1.Br[C:9]1[CH:22]=[CH:21][C:20]2[C:11](=[CH:12][C:13]3[C:18]([CH:19]=2)=[CH:17][CH:16]=[CH:15][CH:14]=3)[CH:10]=1.C([Sn](CCCC)(CCCC)[C:28]1[S:29][C:30]([CH2:33][CH2:34][CH2:35][CH2:36][CH2:37][CH3:38])=[CH:31][CH:32]=1)CCC.